From a dataset of Peptide-MHC class I binding affinity with 185,985 pairs from IEDB/IMGT. Regression. Given a peptide amino acid sequence and an MHC pseudo amino acid sequence, predict their binding affinity value. This is MHC class I binding data. The peptide sequence is LTHSINALI. The MHC is HLA-A29:02 with pseudo-sequence HLA-A29:02. The binding affinity (normalized) is 0.126.